Dataset: Forward reaction prediction with 1.9M reactions from USPTO patents (1976-2016). Task: Predict the product of the given reaction. (1) Given the reactants [F:1][C:2]1[C:3]([O:33]C)=[C:4]2[C:9](=[CH:10][C:11]=1[CH3:12])[CH:8]([NH:13][C:14]1[CH:23]=[CH:22][C:21]([F:24])=[C:20]3[C:15]=1[CH:16]=[N:17][C:18]([CH3:25])=[N:19]3)[C:7]([C:27]([F:30])([F:29])[F:28])([OH:26])[CH2:6][C:5]2([CH3:32])[CH3:31].B(Br)(Br)Br.C(=O)(O)[O-].[Na+], predict the reaction product. The product is: [F:1][C:2]1[C:11]([CH3:12])=[CH:10][C:9]2[CH:8]([NH:13][C:14]3[CH:23]=[CH:22][C:21]([F:24])=[C:20]4[C:15]=3[CH:16]=[N:17][C:18]([CH3:25])=[N:19]4)[C:7]([C:27]([F:28])([F:29])[F:30])([OH:26])[CH2:6][C:5]([CH3:31])([CH3:32])[C:4]=2[C:3]=1[OH:33]. (2) Given the reactants C(OC(=O)NC1C(=O)N2C(C)CCC2=NC=1)C1C=CC=CC=1.[CH2:23]([O:30][C:31]([NH:33][C:34]1[C:39](=[O:40])[N:38]2[C:41]([CH2:47][CH3:48])([C:44]([OH:46])=O)[CH2:42][CH2:43][C:37]2=[N:36][CH:35]=1)=[O:32])[C:24]1[CH:29]=[CH:28][CH:27]=[CH:26][CH:25]=1.[C:49]([O:53][C:54](=[O:66])[NH:55][C:56]([C:58]1[CH:63]=[CH:62][C:61]([CH2:64][NH2:65])=[CH:60][CH:59]=1)=[NH:57])([CH3:52])([CH3:51])[CH3:50], predict the reaction product. The product is: [CH2:23]([O:30][C:31](=[O:32])[NH:33][C:34]1[C:39](=[O:40])[N:38]2[C:41]([C:44](=[O:46])[NH:65][CH2:64][C:61]3[CH:62]=[CH:63][C:58]([C:56]([NH:55][C:54]([O:53][C:49]([CH3:52])([CH3:51])[CH3:50])=[O:66])=[NH:57])=[CH:59][CH:60]=3)([CH2:47][CH3:48])[CH2:42][CH2:43][C:37]2=[N:36][CH:35]=1)[C:24]1[CH:29]=[CH:28][CH:27]=[CH:26][CH:25]=1. (3) Given the reactants Cl[C:2]1[C:11]2[C:6](=[CH:7][C:8]([Cl:19])=[C:9]([C:12]3[CH:17]=[CH:16][C:15]([Cl:18])=[CH:14][CH:13]=3)[CH:10]=2)[N:5]=[CH:4][N:3]=1.[NH:20]1[CH2:25][CH2:24][NH:23][CH2:22][CH:21]1[C:26]([NH2:28])=[O:27].CCN(C(C)C)C(C)C, predict the reaction product. The product is: [Cl:19][C:8]1[CH:7]=[C:6]2[C:11]([C:2]([N:23]3[CH2:24][CH2:25][NH:20][CH:21]([C:26]([NH2:28])=[O:27])[CH2:22]3)=[N:3][CH:4]=[N:5]2)=[CH:10][C:9]=1[C:12]1[CH:17]=[CH:16][C:15]([Cl:18])=[CH:14][CH:13]=1. (4) Given the reactants [O:1]=[CH:2][C@@H:3]([C@H:5]([C@@H:7]([CH2:9][OH:10])[OH:8])[OH:6])[OH:4].[CH2:11](O)[CH:12]([OH:21])[CH2:13][CH2:14][CH2:15][CH2:16][CH2:17][CH2:18][CH2:19][CH3:20].CC1C=CC(S(O)(=O)=O)=CC=1, predict the reaction product. The product is: [O:1]([CH2:11][CH:12]([OH:21])[CH2:13][CH2:14][CH2:15][CH2:16][CH2:17][CH2:18][CH2:19][CH3:20])[CH:2]1[O:10][CH2:9][C@@H:7]([OH:8])[C@H:5]([OH:6])[C@H:3]1[OH:4]. (5) Given the reactants Cl[C:2]1[C:7]([C:8]#[N:9])=[CH:6][C:5]([C:10]2[C:19]3[C:14](=[CH:15][C:16]([S:20]([NH:23][C:24]4[S:28][N:27]=[CH:26][N:25]=4)(=[O:22])=[O:21])=[CH:17][CH:18]=3)[CH:13]=[CH:12][N:11]=2)=[C:4]([O:29][CH3:30])[CH:3]=1.[F:31][C:32]1[CH:33]=[C:34](B(O)O)[CH:35]=[CH:36][CH:37]=1.P([O-])([O-])([O-])=O.[K+].[K+].[K+], predict the reaction product. The product is: [C:8]([C:7]1[CH:6]=[C:5]([C:10]2[C:19]3[C:14](=[CH:15][C:16]([S:20]([NH:23][C:24]4[S:28][N:27]=[CH:26][N:25]=4)(=[O:21])=[O:22])=[CH:17][CH:18]=3)[CH:13]=[CH:12][N:11]=2)[C:4]([O:29][CH3:30])=[CH:3][C:2]=1[C:36]1[CH:35]=[CH:34][CH:33]=[C:32]([F:31])[CH:37]=1)#[N:9]. (6) Given the reactants [CH3:1][NH:2][CH2:3][CH2:4][OH:5].[CH2:6]1[O:16][C:15]2[CH:14]=[CH:13][C:10]([CH2:11]Cl)=[CH:9][C:8]=2[O:7]1.[OH-].[Na+], predict the reaction product. The product is: [O:16]1[C:15]2[CH:14]=[CH:13][C:10]([CH2:11][N:2]([CH3:1])[CH2:3][CH2:4][OH:5])=[CH:9][C:8]=2[O:7][CH2:6]1. (7) The product is: [CH3:19][O:20][C:21]1[CH:22]=[C:23]2[C:27](=[CH:28][CH:29]=1)[CH2:26][N:25]([C:2]1[N:7]=[CH:6][N:5]=[C:4]([NH:8][C:9]3[CH:10]=[C:11]4[C:15](=[CH:16][CH:17]=3)[NH:14][N:13]=[CH:12]4)[CH:3]=1)[CH2:24]2. Given the reactants Cl[C:2]1[N:7]=[CH:6][N:5]=[C:4]([NH:8][C:9]2[CH:10]=[C:11]3[C:15](=[CH:16][CH:17]=2)[NH:14][N:13]=[CH:12]3)[CH:3]=1.Cl.[CH3:19][O:20][C:21]1[CH:22]=[C:23]2[C:27](=[CH:28][CH:29]=1)[CH2:26][NH:25][CH2:24]2.C([O-])([O-])=O.[K+].[K+], predict the reaction product. (8) Given the reactants Br[C:2]1[CH:3]=[N:4][C:5]([N:8]2[CH2:13][CH2:12][CH2:11][CH:10]([CH2:14][N:15]3[C:19]4=[N:20][C:21]([C:24]5[CH:25]=[N:26][N:27]([CH3:29])[CH:28]=5)=[CH:22][N:23]=[C:18]4[N:17]=[N:16]3)[CH2:9]2)=[N:6][CH:7]=1.CC1(C)C(C)(C)OB([C:38]2[CH:39]=[N:40][N:41]([CH:43]3[CH2:48][CH2:47][N:46]([C:49]([O:51][C:52]([CH3:55])([CH3:54])[CH3:53])=[O:50])[CH2:45][CH2:44]3)[CH:42]=2)O1.C([O-])([O-])=O.[Na+].[Na+], predict the reaction product. The product is: [CH3:29][N:27]1[CH:28]=[C:24]([C:21]2[N:20]=[C:19]3[N:15]([CH2:14][CH:10]4[CH2:11][CH2:12][CH2:13][N:8]([C:5]5[N:4]=[CH:3][C:2]([C:39]6[CH:38]=[CH:42][N:41]([CH:43]7[CH2:48][CH2:47][N:46]([C:49]([O:51][C:52]([CH3:55])([CH3:54])[CH3:53])=[O:50])[CH2:45][CH2:44]7)[N:40]=6)=[CH:7][N:6]=5)[CH2:9]4)[N:16]=[N:17][C:18]3=[N:23][CH:22]=2)[CH:25]=[N:26]1. (9) Given the reactants Cl[C:2]1[N:10]=[C:9]2[C:5]([N:6]([CH3:11])[CH:7]=[N:8]2)=[C:4]([O:12][CH3:13])[N:3]=1.[Cl:14][C:15]1[CH:20]=[CH:19][C:18](B2OC(C)(C)C(C)(C)O2)=[C:17]([F:30])[C:16]=1[O:31][CH3:32].[F-].[Cs+], predict the reaction product. The product is: [Cl:14][C:15]1[CH:20]=[CH:19][C:18]([C:2]2[N:10]=[C:9]3[C:5]([N:6]([CH3:11])[CH:7]=[N:8]3)=[C:4]([O:12][CH3:13])[N:3]=2)=[C:17]([F:30])[C:16]=1[O:31][CH3:32]. (10) Given the reactants [O:1]=[CH:2][C:3]1[CH:11]=[CH:10][C:7]([O:8][CH3:9])=[C:5]([OH:6])[CH:4]=1.C([O-])(=O)C.[Na+].[Br:17]Br, predict the reaction product. The product is: [Br:17][C:4]1[C:5]([OH:6])=[C:7]([O:8][CH3:9])[CH:10]=[CH:11][C:3]=1[CH:2]=[O:1].